From a dataset of Peptide-MHC class II binding affinity with 134,281 pairs from IEDB. Regression. Given a peptide amino acid sequence and an MHC pseudo amino acid sequence, predict their binding affinity value. This is MHC class II binding data. (1) The peptide sequence is CAKSMSLFEVDQTKI. The MHC is DRB5_0101 with pseudo-sequence DRB5_0101. The binding affinity (normalized) is 0.313. (2) The peptide sequence is VKEIPPRLLYAKSSP. The MHC is DRB1_1201 with pseudo-sequence DRB1_1201. The binding affinity (normalized) is 0.420.